Dataset: Reaction yield outcomes from USPTO patents with 853,638 reactions. Task: Predict the reaction yield, written as a fraction of the theoretical maximum amount of product (1.0 means a 100% yield; for example, 0.34 means a 34% yield). (1) The reactants are [F:1][C:2]1[CH:9]=[CH:8][C:5]([CH:6]=[O:7])=[CH:4][C:3]=1[O:10][CH3:11].[Br-:12].[K+].BrBr. The catalyst is O. The product is [Br:12][C:8]1[CH:9]=[C:2]([F:1])[C:3]([O:10][CH3:11])=[CH:4][C:5]=1[CH:6]=[O:7]. The yield is 0.920. (2) The reactants are [C:1]([NH:4][NH:5][C:6](=[O:16])[C:7]1[CH:12]=[CH:11][C:10]([N+:13]([O-:15])=[O:14])=[CH:9][CH:8]=1)(=O)[CH3:2]. The catalyst is O=P(Cl)(Cl)Cl. The product is [CH3:2][C:1]1[O:16][C:6]([C:7]2[CH:8]=[CH:9][C:10]([N+:13]([O-:15])=[O:14])=[CH:11][CH:12]=2)=[N:5][N:4]=1. The yield is 0.890. (3) The reactants are [NH2:1][C:2]1[N:7]=[C:6]([C:8]2[O:9][CH:10]=[CH:11][CH:12]=2)[C:5]([C:13]#[N:14])=[C:4](S(C)(=O)=O)[N:3]=1.[CH2:19]([OH:26])[C:20]1[CH:25]=[CH:24][CH:23]=[CH:22][CH:21]=1.C1CCN2C(=NCCC2)CC1. The catalyst is C(COC)OC. The product is [NH2:1][C:2]1[N:3]=[C:4]([O:26][CH2:19][C:20]2[CH:25]=[CH:24][CH:23]=[CH:22][CH:21]=2)[C:5]([C:13]#[N:14])=[C:6]([C:8]2[O:9][CH:10]=[CH:11][CH:12]=2)[N:7]=1. The yield is 0.560.